Dataset: Forward reaction prediction with 1.9M reactions from USPTO patents (1976-2016). Task: Predict the product of the given reaction. (1) Given the reactants C(C1C=C2C(=C(F)C=1)C(=O)N(CC1C=CC(C3C=CN=C4NC(C5C=NN(C)C=5)=NC=34)=CC=1F)N=C2)(C)(C)C.Br[C:41]1[CH:62]=[CH:61][C:44]([CH2:45][N:46]2[CH2:55][CH2:54][C:53]3[C:48](=[CH:49][CH:50]=[C:51]([C:56]([CH3:59])([CH3:58])[CH3:57])[CH:52]=3)[C:47]2=[O:60])=[C:43]([F:63])[CH:42]=1.[B:64]1(B2OC(C)(C)C(C)(C)O2)[O:68][C:67]([CH3:70])([CH3:69])[C:66]([CH3:72])([CH3:71])[O:65]1.C1(P(C2CCCCC2)C2C=CC=CC=2C2C(C(C)C)=CC(C(C)C)=CC=2C(C)C)CCCCC1.C([O-])(=O)C.[K+].O1CCOCC1, predict the reaction product. The product is: [C:56]([C:51]1[CH:52]=[C:53]2[C:48](=[CH:49][CH:50]=1)[C:47](=[O:60])[N:46]([CH2:45][C:44]1[CH:61]=[CH:62][C:41]([B:64]3[O:68][C:67]([CH3:70])([CH3:69])[C:66]([CH3:72])([CH3:71])[O:65]3)=[CH:42][C:43]=1[F:63])[CH2:55][CH2:54]2)([CH3:59])([CH3:58])[CH3:57]. (2) Given the reactants [CH3:1][O:2][C:3]1[C:8]2[O:9][C:10]3[CH:15]=[CH:14][CH:13]=[CH:12][C:11]=3[C:7]=2[C:6]([C:16]2([C:23]#N)[CH2:21][CH2:20][C:19](=[O:22])[CH2:18][CH2:17]2)=[CH:5][CH:4]=1.C1C[O:28][CH2:27]C1.[CH:30](OCC)=O, predict the reaction product. The product is: [C:23]([C:16]1([C:6]2[C:7]3[C:11]4[CH:12]=[CH:13][CH:14]=[CH:15][C:10]=4[O:9][C:8]=3[C:3]([O:2][CH3:1])=[CH:4][CH:5]=2)[CH2:21][CH:20]([CH:27]=[O:28])[C:19](=[O:22])[CH2:18][CH2:17]1)#[CH:30]. (3) Given the reactants Cl[C:2]1[N:12]=[C:11]([NH:13][C:14]2[CH:19]=[CH:18][C:17]([N:20]3[CH2:25][CH2:24][N:23]([C:26]([O:28][C:29]([CH3:32])([CH3:31])[CH3:30])=[O:27])[CH2:22][CH2:21]3)=[C:16]([CH3:33])[CH:15]=2)[C:5]2[C:6](=[O:10])[NH:7][N:8]=[CH:9][C:4]=2[CH:3]=1.[Br-].[Cl:35][C:36]1[CH:43]=[CH:42][CH:41]=[C:40]([Cl:44])[C:37]=1[CH2:38][Zn+], predict the reaction product. The product is: [Cl:35][C:36]1[CH:43]=[CH:42][CH:41]=[C:40]([Cl:44])[C:37]=1[CH2:38][C:2]1[N:12]=[C:11]([NH:13][C:14]2[CH:19]=[CH:18][C:17]([N:20]3[CH2:21][CH2:22][N:23]([C:26]([O:28][C:29]([CH3:32])([CH3:31])[CH3:30])=[O:27])[CH2:24][CH2:25]3)=[C:16]([CH3:33])[CH:15]=2)[C:5]2[C:6](=[O:10])[NH:7][N:8]=[CH:9][C:4]=2[CH:3]=1. (4) Given the reactants [Cl:1][C:2]1[CH:3]=[C:4]([CH2:9][C:10]([OH:12])=[O:11])[CH:5]=[C:6]([OH:8])[CH:7]=1.F[C:14]1[CH:19]=[CH:18][C:17]([S:20]([C:23]2[CH:28]=[CH:27][CH:26]=[CH:25][CH:24]=2)(=[O:22])=[O:21])=[CH:16][C:15]=1[C:29]([F:32])([F:31])[F:30], predict the reaction product. The product is: [Cl:1][C:2]1[CH:3]=[C:4]([CH2:9][C:10]([OH:12])=[O:11])[CH:5]=[C:6]([O:8][C:14]2[CH:19]=[CH:18][C:17]([S:20]([C:23]3[CH:28]=[CH:27][CH:26]=[CH:25][CH:24]=3)(=[O:21])=[O:22])=[CH:16][C:15]=2[C:29]([F:32])([F:31])[F:30])[CH:7]=1. (5) Given the reactants [CH2:1]([CH:3]1[N:12]2[C:7](=[CH:8][C:9](=[O:18])[C:10]([C:13]([O:15]CC)=[O:14])=[CH:11]2)[C:6]2[CH:19]=[C:20]([O:32][CH3:33])[C:21]([O:23][CH2:24][CH2:25][C:26]3[CH:31]=[CH:30][CH:29]=[CH:28][CH:27]=3)=[CH:22][C:5]=2[CH2:4]1)[CH3:2].[OH-].[Na+].Cl, predict the reaction product. The product is: [CH2:1]([CH:3]1[N:12]2[C:7](=[CH:8][C:9](=[O:18])[C:10]([C:13]([OH:15])=[O:14])=[CH:11]2)[C:6]2[CH:19]=[C:20]([O:32][CH3:33])[C:21]([O:23][CH2:24][CH2:25][C:26]3[CH:31]=[CH:30][CH:29]=[CH:28][CH:27]=3)=[CH:22][C:5]=2[CH2:4]1)[CH3:2]. (6) Given the reactants [NH2:1][NH2:2].C(N(CC)CC)C.[Cl:10][C:11]1[CH:16]=[CH:15][C:14]([C:17]2([C:21](F)=[O:22])[CH2:20][CH2:19][CH2:18]2)=[CH:13][CH:12]=1, predict the reaction product. The product is: [Cl:10][C:11]1[CH:16]=[CH:15][C:14]([C:17]2([C:21]([NH:1][NH2:2])=[O:22])[CH2:20][CH2:19][CH2:18]2)=[CH:13][CH:12]=1. (7) Given the reactants Cl.[C@@H:2]12[NH:9][C@@H:6]([CH2:7][CH2:8]1)[CH2:5][N:4]([C:10]1[CH:15]=[CH:14][N:13]=[C:12]([NH:16][C:17]3[CH:18]=[N:19][N:20]([CH3:22])[CH:21]=3)[N:11]=1)[CH2:3]2.C(N(CC)CC)C.[C:30]([CH2:32][CH2:33][NH:34][C:35](N1C=CN=C1)=[O:36])#[N:31], predict the reaction product. The product is: [C:30]([CH2:32][CH2:33][NH:34][C:35]([N:9]1[C@H:6]2[CH2:7][CH2:8][C@@H:2]1[CH2:3][N:4]([C:10]1[CH:15]=[CH:14][N:13]=[C:12]([NH:16][C:17]3[CH:18]=[N:19][N:20]([CH3:22])[CH:21]=3)[N:11]=1)[CH2:5]2)=[O:36])#[N:31]. (8) Given the reactants [Br:1][C:2]1[CH:3]=[C:4]([OH:9])[CH:5]=[C:6]([F:8])[CH:7]=1.[CH2:10](Br)[C:11]1[CH:16]=[CH:15][CH:14]=[CH:13][CH:12]=1, predict the reaction product. The product is: [CH2:10]([O:9][C:4]1[CH:5]=[C:6]([F:8])[CH:7]=[C:2]([Br:1])[CH:3]=1)[C:11]1[CH:16]=[CH:15][CH:14]=[CH:13][CH:12]=1.